Task: Predict which catalyst facilitates the given reaction.. Dataset: Catalyst prediction with 721,799 reactions and 888 catalyst types from USPTO (1) Product: [C:1]([O:5][C:6]([N:8]1[CH2:12][CH2:11][CH2:10][CH:9]1[CH2:13][CH2:14][NH:15][C:16]1[CH:17]=[CH:31][CH:26]=[CH:27][C:24]=1[CH:23]1[CH2:22][C:21]2[C:36](=[CH:35][CH:40]=[CH:19][CH:20]=2)[CH2:18]1)=[O:7])([CH3:2])([CH3:3])[CH3:4]. The catalyst class is: 62. Reactant: [C:1]([O:5][C:6]([N:8]1[CH2:12][CH2:11][CH2:10][CH:9]1[CH2:13][CH2:14][NH:15][CH:16]1[CH2:24][C:23]2[C:18](=[CH:19][CH:20]=[CH:21][CH:22]=2)[CH2:17]1)=[O:7])([CH3:4])([CH3:3])[CH3:2].Br[C:26]1[CH:31]=CC=C[CH:27]=1.CN([C:35]1[C:40](C2C(P(C3CCCCC3)C3CCCCC3)=CC=CC=2)=CC=C[CH:36]=1)C.CC([O-])(C)C.[K+]. (2) Reactant: [NH2:1][C:2]1C2C(=NC=CN=2)SC=1C(O)=O.[CH3:14]N(C(ON1N=NC2C=CC=NC1=2)=[N+](C)C)C.F[P-](F)(F)(F)(F)F.CCN([CH:44]([CH3:46])[CH3:45])C(C)C.[F:47][C:48]1[CH:54]=[C:53]([F:55])[C:52]([N+:56]([O-:58])=[O:57])=[CH:51][C:49]=1[NH2:50].[C:59](O)(=O)[CH2:60][C:61]([CH2:66][C:67](O)=O)([C:63]([OH:65])=O)O. Product: [C:2]([C:44]([C:67]1[CH:66]=[C:61]([CH:60]=[CH:59][CH:14]=1)[C:63]([NH:50][C:49]1[CH:51]=[C:52]([N+:56]([O-:58])=[O:57])[C:53]([F:55])=[CH:54][C:48]=1[F:47])=[O:65])([CH3:45])[CH3:46])#[N:1]. The catalyst class is: 3. (3) Reactant: C[O:2][C:3](=O)[CH:4]([CH:28]1[CH2:30][CH2:29]1)[O:5][C:6]1[CH:27]=[CH:26][C:9]2[C:10]3[N:14]([CH2:15][CH2:16][O:17][C:8]=2[CH:7]=1)[CH:13]=[C:12]([C:18]1[N:19]([CH:23]([CH3:25])[CH3:24])[N:20]=[CH:21][N:22]=1)[N:11]=3.[NH3:32]. Product: [CH:28]1([CH:4]([O:5][C:6]2[CH:27]=[CH:26][C:9]3[C:10]4[N:14]([CH:13]=[C:12]([C:18]5[N:19]([CH:23]([CH3:25])[CH3:24])[N:20]=[CH:21][N:22]=5)[N:11]=4)[CH2:15][CH2:16][O:17][C:8]=3[CH:7]=2)[C:3]([NH2:32])=[O:2])[CH2:29][CH2:30]1. The catalyst class is: 5. (4) Product: [F:20][C:4]([F:3])([CH:17]([F:19])[F:18])[CH2:5][O:6][C:7]1[CH:8]=[CH:9][C:10]([C:13]([OH:15])=[O:14])=[N:11][CH:12]=1. The catalyst class is: 20. Reactant: [OH-].[Li+].[F:3][C:4]([F:20])([CH:17]([F:19])[F:18])[CH2:5][O:6][C:7]1[CH:8]=[CH:9][C:10]([C:13]([O:15]C)=[O:14])=[N:11][CH:12]=1. (5) Reactant: C([O:8][C:9]1[C:18](=[O:19])[N:17]2[C:12]([C:13]([CH3:21])([CH3:20])[O:14][CH2:15][CH2:16]2)=[N:11][C:10]=1[C:22](=S)[NH2:23])C1C=CC=CC=1.CI.[F:27][C:28]1[CH:38]=[CH:37][C:31]([CH2:32][N:33]([CH:35]=O)[NH2:34])=[CH:30][CH:29]=1.C([O-])(O)=O.[Na+]. Product: [F:27][C:28]1[CH:29]=[CH:30][C:31]([CH2:32][N:33]2[CH:35]=[N:23][C:22]([C:10]3[N:11]=[C:12]4[N:17]([C:18](=[O:19])[C:9]=3[OH:8])[CH2:16][CH2:15][O:14][C:13]4([CH3:20])[CH3:21])=[N:34]2)=[CH:37][CH:38]=1. The catalyst class is: 444. (6) The catalyst class is: 310. Product: [C:30]([OH:37])(=[O:36])/[CH:31]=[CH:32]\[C:33]([OH:35])=[O:34].[CH3:1][O:2][C:3]1[C:8]([CH3:9])=[C:7]([C:10]2[CH:11]=[CH:12][C:13]3[C:14]4[N:23]([C@H:24]5[CH2:28][CH2:27][O:26][CH2:25]5)[N:22]=[CH:21][C:15]=4[C:16](=[O:20])[NH:17][C:18]=3[CH:19]=2)[C:6]([CH3:29])=[CH:5][N:4]=1. Reactant: [CH3:1][O:2][C:3]1[C:8]([CH3:9])=[C:7]([C:10]2[CH:11]=[CH:12][C:13]3[C:14]4[N:23]([C@H:24]5[CH2:28][CH2:27][O:26][CH2:25]5)[N:22]=[CH:21][C:15]=4[C:16](=[O:20])[NH:17][C:18]=3[CH:19]=2)[C:6]([CH3:29])=[CH:5][N:4]=1.[C:30]([OH:37])(=[O:36])/[CH:31]=[CH:32]\[C:33]([OH:35])=[O:34].